The task is: Predict the reactants needed to synthesize the given product.. This data is from Full USPTO retrosynthesis dataset with 1.9M reactions from patents (1976-2016). (1) Given the product [O:7]=[C:1]1[CH2:6][CH2:5][CH2:4][CH2:3][CH:2]1[C:8]([O:9][CH2:10][CH3:11])=[O:12], predict the reactants needed to synthesize it. The reactants are: [C:1]1(=[O:7])[CH2:6][CH2:5][CH2:4][CH2:3][CH2:2]1.[C:8](=O)([O:12]CC)[O:9][CH2:10][CH3:11].[H-].[Na+]. (2) Given the product [Cl:35][C:5]1[C:4]2[C:8](=[CH:9][CH:10]=[C:2]([F:1])[CH:3]=2)[N:7]([NH:11][C:12]([C:14]2[C:15]([CH3:27])=[N:16][C:17]([C:20]3[CH:25]=[CH:24][CH:23]=[C:22]([F:26])[CH:21]=3)=[N:18][CH:19]=2)=[O:13])[CH:6]=1, predict the reactants needed to synthesize it. The reactants are: [F:1][C:2]1[CH:3]=[C:4]2[C:8](=[CH:9][CH:10]=1)[N:7]([NH:11][C:12]([C:14]1[C:15]([CH3:27])=[N:16][C:17]([C:20]3[CH:25]=[CH:24][CH:23]=[C:22]([F:26])[CH:21]=3)=[N:18][CH:19]=1)=[O:13])[CH:6]=[CH:5]2.C1C(=O)N([Cl:35])C(=O)C1. (3) Given the product [S:1]1[C:5]2[CH:6]=[CH:7][CH:8]=[CH:9][C:4]=2[C:3]([N:10]2[CH2:15][CH2:14][N:13]([CH2:16][CH2:17][C:18]3[CH:19]=[CH:20][CH:21]=[C:22]4[C:27]=3[NH:26][CH2:25][CH2:24][C:23]4([CH3:30])[CH3:29])[CH2:12][CH2:11]2)=[N:2]1, predict the reactants needed to synthesize it. The reactants are: [S:1]1[C:5]2[CH:6]=[CH:7][CH:8]=[CH:9][C:4]=2[C:3]([N:10]2[CH2:15][CH2:14][N:13]([CH2:16][CH2:17][C:18]3[CH:19]=[CH:20][CH:21]=[C:22]4[C:27]=3[NH:26][C:25](=O)[CH2:24][C:23]4([CH3:30])[CH3:29])[CH2:12][CH2:11]2)=[N:2]1.